This data is from Forward reaction prediction with 1.9M reactions from USPTO patents (1976-2016). The task is: Predict the product of the given reaction. (1) Given the reactants Br[C:2]1[CH:3]=[C:4]([F:10])[C:5]([Cl:9])=[C:6]([F:8])[CH:7]=1.C([Mg]Cl)(C)C.[Li+].[Cl-].[F:18][C:19]([F:25])([F:24])[C:20](OC)=[O:21], predict the reaction product. The product is: [Cl:9][C:5]1[C:4]([F:10])=[CH:3][C:2]([C:20](=[O:21])[C:19]([F:25])([F:24])[F:18])=[CH:7][C:6]=1[F:8]. (2) Given the reactants N1C=CC=CC=1.C1(C)C=CC=CC=1.[CH2:14]([OH:28])[CH2:15][CH2:16][CH2:17][CH2:18][CH2:19][CH2:20][CH2:21]/[CH:22]=[CH:23]\[CH:24]=[CH:25]/[CH2:26][CH3:27].[C:29](OC(=O)C)(=[O:31])[CH3:30], predict the reaction product. The product is: [C:29]([O:28][CH2:14][CH2:15][CH2:16][CH2:17][CH2:18][CH2:19][CH2:20][CH2:21]/[CH:22]=[CH:23]\[CH:24]=[CH:25]/[CH2:26][CH3:27])(=[O:31])[CH3:30]. (3) Given the reactants [CH2:1]([O:3][C:4](=[O:13])[CH2:5][C:6]1[CH:11]=[CH:10][CH:9]=[C:8]([NH2:12])[CH:7]=1)[CH3:2].[N:14]([O-])=O.[Na+].O.O.[Cl:20][Sn]Cl, predict the reaction product. The product is: [ClH:20].[CH2:1]([O:3][C:4](=[O:13])[CH2:5][C:6]1[CH:11]=[CH:10][CH:9]=[C:8]([NH:12][NH2:14])[CH:7]=1)[CH3:2]. (4) Given the reactants [CH3:1][S:2]([N:5]1[CH2:10][CH:9]=[C:8]([C:11]2[CH:12]=[C:13]3[CH2:19][CH:18]([CH:20]4[CH2:25][CH2:24][NH:23][CH2:22][CH2:21]4)[O:17][C:14]3=[CH:15][N:16]=2)[CH2:7][CH2:6]1)(=[O:4])=[O:3].[F:26][C:27]([F:38])([F:37])[C:28]1([CH2:31]OS(C)(=O)=O)[CH2:30][CH2:29]1, predict the reaction product. The product is: [CH3:1][S:2]([N:5]1[CH2:6][CH:7]=[C:8]([C:11]2[CH:12]=[C:13]3[CH2:19][CH:18]([CH:20]4[CH2:25][CH2:24][N:23]([CH2:31][C:28]5([C:27]([F:38])([F:37])[F:26])[CH2:30][CH2:29]5)[CH2:22][CH2:21]4)[O:17][C:14]3=[CH:15][N:16]=2)[CH2:9][CH2:10]1)(=[O:3])=[O:4]. (5) The product is: [Na:1].[N:25]1([C:33]([C@@H:35]([C@H:37]([CH2:50][OH:51])[O:38][CH2:39][P:40]([OH:42])([OH:46])=[O:41])[OH:36])=[O:34])[CH:32]=[CH:31][C:29](=[O:30])[NH:28][C:26]1=[O:27]. Given the reactants [Na:1].N1C(N)=C2C(N(C([C@@H]([C@H](CO)OCP(O)(O)=O)O)=O)C=N2)=NC=1.[N:25]1([C:33]([C@@H:35]([C@H:37]([CH2:50][OH:51])[O:38][CH2:39][P:40]([O:46]C(C)C)([O:42]C(C)C)=[O:41])[OH:36])=[O:34])[CH:32]=[CH:31][C:29](=[O:30])[NH:28][C:26]1=[O:27], predict the reaction product. (6) Given the reactants [CH3:1][C:2]1[CH:11]=[CH:10][C:9]2[C:4](=[CH:5][C:6]([OH:12])=[CH:7][CH:8]=2)[N:3]=1.[O:13]1[CH2:17][CH2:16][CH2:15][CH2:14]1.C1(P(C2C=CC=CC=2)C2C=CC=CC=2)C=CC=CC=1.N(C(OCC)=O)=NC(OCC)=O.COC[C@@H](O)C, predict the reaction product. The product is: [CH3:17][O:13][CH2:14][C@H:15]([O:12][C:6]1[CH:5]=[C:4]2[C:9]([CH:10]=[CH:11][C:2]([CH3:1])=[N:3]2)=[CH:8][CH:7]=1)[CH3:16]. (7) Given the reactants [CH:1]([C:4]1[CH:5]=[C:6]([C@@H:10]([NH:12][C:13]([C:15]2[CH:16]=[C:17]3[C:21](=[CH:22][CH:23]=2)[N:20]([CH2:24][C:25]2[CH:30]=[CH:29][C:28]([C:31]4[C:32]([C:37](O)=[O:38])=[CH:33][CH:34]=[CH:35][CH:36]=4)=[CH:27][CH:26]=2)[C:19]([CH3:40])=[C:18]3[CH3:41])=[O:14])[CH3:11])[CH:7]=[CH:8][CH:9]=1)([CH3:3])[CH3:2].[CH3:42][S:43]([NH2:46])(=[O:45])=[O:44].CCN=C=NCCCN(C)C, predict the reaction product. The product is: [CH:1]([C:4]1[CH:5]=[C:6]([C@@H:10]([NH:12][C:13]([C:15]2[CH:16]=[C:17]3[C:21](=[CH:22][CH:23]=2)[N:20]([CH2:24][C:25]2[CH:26]=[CH:27][C:28]([C:31]4[CH:36]=[CH:35][CH:34]=[CH:33][C:32]=4[C:37](=[O:38])[NH:46][S:43]([CH3:42])(=[O:45])=[O:44])=[CH:29][CH:30]=2)[C:19]([CH3:40])=[C:18]3[CH3:41])=[O:14])[CH3:11])[CH:7]=[CH:8][CH:9]=1)([CH3:3])[CH3:2]. (8) Given the reactants [S:1]1[C:5]2[CH:6]=[CH:7][CH:8]=[CH:9][C:4]=2[N:3]=[C:2]1[NH:10][C:11]([C:13]1[CH:14]=[CH:15][CH:16]=[C:17]2[C:22]=1[CH2:21][N:20]([C:23]1[N:28]=[C:27]([C:29]([O:31][CH3:32])=[O:30])[C:26](Br)=[CH:25][CH:24]=1)[CH2:19][CH2:18]2)=[O:12].C(N(CC)CC)C.[CH3:41][C:42]1([CH3:49])[C:46]([CH3:48])([CH3:47])[O:45][BH:44][O:43]1, predict the reaction product. The product is: [S:1]1[C:5]2[CH:6]=[CH:7][CH:8]=[CH:9][C:4]=2[N:3]=[C:2]1[NH:10][C:11]([C:13]1[CH:14]=[CH:15][CH:16]=[C:17]2[C:22]=1[CH2:21][N:20]([C:23]1[N:28]=[C:27]([C:29]([O:31][CH3:32])=[O:30])[C:26]([B:44]3[O:45][C:46]([CH3:48])([CH3:47])[C:42]([CH3:49])([CH3:41])[O:43]3)=[CH:25][CH:24]=1)[CH2:19][CH2:18]2)=[O:12]. (9) The product is: [CH3:15][N:12]1[CH2:13][CH2:14][CH:9]([NH:8][C:3]2[CH:4]=[CH:5][CH:6]=[CH:7][C:2]=2/[CH:18]=[CH:17]/[C:16]([O:20][CH3:21])=[O:19])[CH2:10][CH2:11]1. Given the reactants I[C:2]1[CH:7]=[CH:6][CH:5]=[CH:4][C:3]=1[NH:8][CH:9]1[CH2:14][CH2:13][N:12]([CH3:15])[CH2:11][CH2:10]1.[C:16]([O:20][CH3:21])(=[O:19])[CH:17]=[CH2:18].C1(C)C=CC=CC=1P(C1C=CC=CC=1C)C1C=CC=CC=1C.C(N(C(C)C)CC)(C)C, predict the reaction product.